This data is from TCR-epitope binding with 47,182 pairs between 192 epitopes and 23,139 TCRs. The task is: Binary Classification. Given a T-cell receptor sequence (or CDR3 region) and an epitope sequence, predict whether binding occurs between them. (1) The epitope is AIMTRCLAV. The TCR CDR3 sequence is CSVGGRGTGELFF. Result: 0 (the TCR does not bind to the epitope). (2) The epitope is FIAGLIAIV. The TCR CDR3 sequence is CSARDYRQTNTGELFF. Result: 0 (the TCR does not bind to the epitope). (3) The epitope is RLQSLQTYV. The TCR CDR3 sequence is CASSLVGGGATDTQYF. Result: 0 (the TCR does not bind to the epitope). (4) The epitope is SGPLKAEIAQRLED. The TCR CDR3 sequence is CASSSTTSASTDTQYF. Result: 1 (the TCR binds to the epitope). (5) The epitope is FLLNKEMYL. The TCR CDR3 sequence is CASSLVGGVNTEAFF. Result: 0 (the TCR does not bind to the epitope). (6) The epitope is TPRVTGGGAM. The TCR CDR3 sequence is CASSDQSQETQYF. Result: 1 (the TCR binds to the epitope). (7) The epitope is FIAGLIAIV. Result: 1 (the TCR binds to the epitope). The TCR CDR3 sequence is CASSMSDGYEQYF. (8) The epitope is TLIGDCATV. The TCR CDR3 sequence is CASSYSSGGTEAFF. Result: 1 (the TCR binds to the epitope). (9) The epitope is QVPLRPMTYK. Result: 1 (the TCR binds to the epitope). The TCR CDR3 sequence is CSARDSIQFSSNQPQHF.